This data is from Full USPTO retrosynthesis dataset with 1.9M reactions from patents (1976-2016). The task is: Predict the reactants needed to synthesize the given product. Given the product [N+:19]([C:17]1[CH:16]=[C:6]([C:7]([N:9]([CH2:13][CH2:14][CH3:15])[CH2:10][CH2:11][CH3:12])=[O:8])[CH:5]=[C:4]([CH:18]=1)[C:3]([OH:22])=[O:2])([O-:21])=[O:20], predict the reactants needed to synthesize it. The reactants are: C[O:2][C:3](=[O:22])[C:4]1[CH:18]=[C:17]([N+:19]([O-:21])=[O:20])[CH:16]=[C:6]([C:7]([N:9]([CH2:13][CH2:14][CH3:15])[CH2:10][CH2:11][CH3:12])=[O:8])[CH:5]=1.[OH-].[Li+].O.CO.